Predict the product of the given reaction. From a dataset of Forward reaction prediction with 1.9M reactions from USPTO patents (1976-2016). (1) Given the reactants OC1C(OC)=CC2N([C:9]3[S:13][C:12]([C:14]([O:16][CH3:17])=[O:15])=[C:11]([O:18][CH2:19][C:20]4[CH:25]=[CH:24][CH:23]=[CH:22][C:21]=4[C:26]([F:29])([F:28])[F:27])[CH:10]=3)C=NC=2C=1.CC([Si](C1C=CC=CC=1)(C1C=CC=CC=1)[O:39][C:40]1[C:41](C2SC(C(OC)=O)=C(OCC3C=CC=CC=3C(F)(F)F)C=2)([O:49][CH3:50])[CH:42]=[C:43]2[N:47]=[CH:46][N:45]=[C:44]2[CH:48]=1)(C)C.[F-].C([N+](CCCC)(CCCC)CCCC)CCC, predict the reaction product. The product is: [OH:39][C:40]1[C:41]([O:49][CH3:50])=[CH:42][C:43]2[N:47]=[CH:46][N:45]([C:9]3[S:13][C:12]([C:14]([O:16][CH3:17])=[O:15])=[C:11]([O:18][CH2:19][C:20]4[CH:25]=[CH:24][CH:23]=[CH:22][C:21]=4[C:26]([F:28])([F:27])[F:29])[CH:10]=3)[C:44]=2[CH:48]=1. (2) The product is: [CH:32]1([CH2:31][O:1][C:2]2[CH:3]=[C:4]([C:8]3[C:17]4[C:12](=[C:13]([C:18]([F:21])([F:19])[F:20])[CH:14]=[CH:15][CH:16]=4)[N:11]=[CH:10][C:9]=3[C:22]([C:24]3[CH:25]=[CH:26][CH:27]=[CH:28][CH:29]=3)=[O:23])[CH:5]=[CH:6][CH:7]=2)[CH2:37][CH2:36][CH2:35][CH2:34][CH2:33]1. Given the reactants [OH:1][C:2]1[CH:3]=[C:4]([C:8]2[C:17]3[C:12](=[C:13]([C:18]([F:21])([F:20])[F:19])[CH:14]=[CH:15][CH:16]=3)[N:11]=[CH:10][C:9]=2[C:22]([C:24]2[CH:29]=[CH:28][CH:27]=[CH:26][CH:25]=2)=[O:23])[CH:5]=[CH:6][CH:7]=1.Br[CH2:31][CH:32]1[CH2:37][CH2:36][CH2:35][CH2:34][CH2:33]1, predict the reaction product. (3) Given the reactants [Si]([O:18][C:19]1[CH:20]=[CH:21][C:22]([CH2:25][C:26]2([C:31]([O:33][CH2:34][CH3:35])=[O:32])[CH2:30][CH2:29][CH2:28][O:27]2)=[N:23][CH:24]=1)(C(C)(C)C)(C1C=CC=CC=1)C1C=CC=CC=1.[F-].C([N+](CCCC)(CCCC)CCCC)CCC, predict the reaction product. The product is: [OH:18][C:19]1[CH:20]=[CH:21][C:22]([CH2:25][C:26]2([C:31]([O:33][CH2:34][CH3:35])=[O:32])[CH2:30][CH2:29][CH2:28][O:27]2)=[N:23][CH:24]=1. (4) Given the reactants [CH3:1][O:2][C:3]1[CH:4]=[CH:5][C:6]([C:9]2(O)[CH2:12][CH2:11][CH2:10]2)=[N:7][CH:8]=1.[H-].[Na+].CS(Cl)(=O)=O, predict the reaction product. The product is: [C:9]1([C:6]2[CH:5]=[CH:4][C:3]([O:2][CH3:1])=[CH:8][N:7]=2)[CH2:12][CH2:11][CH:10]=1. (5) Given the reactants [F:1][C:2]1[CH:3]=[C:4]([CH:21]=[C:22]([N+:24]([O-])=O)[CH:23]=1)[O:5][C:6]1[CH:7]=[CH:8][C:9]2[N:10]([N:12]=[C:13]([NH:15][C:16]([CH:18]3[CH2:20][CH2:19]3)=[O:17])[N:14]=2)[CH:11]=1.Cl.C(O)C.[CH3:31][N:32]1[C:36]([C:37](Cl)=[O:38])=[CH:35][C:34]([CH3:40])=[N:33]1, predict the reaction product. The product is: [CH:18]1([C:16]([NH:15][C:13]2[N:14]=[C:9]3[CH:8]=[CH:7][C:6]([O:5][C:4]4[CH:21]=[C:22]([NH:24][C:37]([C:36]5[N:32]([CH3:31])[N:33]=[C:34]([CH3:40])[CH:35]=5)=[O:38])[CH:23]=[C:2]([F:1])[CH:3]=4)=[CH:11][N:10]3[N:12]=2)=[O:17])[CH2:20][CH2:19]1.